From a dataset of Full USPTO retrosynthesis dataset with 1.9M reactions from patents (1976-2016). Predict the reactants needed to synthesize the given product. (1) Given the product [CH2:1]([O:3][C:4]([N:6]1[CH2:11][CH2:10][C:9](=[O:12])[CH:8]([O:16][CH2:17][CH:18]2[CH2:19][CH2:20]2)[CH2:7]1)=[O:5])[CH3:2], predict the reactants needed to synthesize it. The reactants are: [CH2:1]([O:3][C:4]([N:6]1[CH2:11][CH2:10][C:9](OC)([O:12]C)[CH:8]([O:16][CH2:17][CH:18]2[CH2:20][CH2:19]2)[CH2:7]1)=[O:5])[CH3:2].S(=O)(=O)(O)O. (2) Given the product [CH:27]1([CH2:26][N:14]([C:12]([C:3]2[C:2]([NH:1][C:41]([NH:40][C:43]3[C:44]([CH3:50])=[CH:45][CH:46]=[CH:47][C:48]=3[CH3:49])=[O:42])=[CH:11][C:10]3[C:5](=[CH:6][CH:7]=[CH:8][CH:9]=3)[CH:4]=2)=[O:13])[CH2:15][C:16]([O:18][CH2:19][C:20]2[CH:25]=[CH:24][CH:23]=[CH:22][CH:21]=2)=[O:17])[CH2:32][CH2:31][CH2:30][CH2:29][CH2:28]1, predict the reactants needed to synthesize it. The reactants are: [NH2:1][C:2]1[C:3]([C:12]([N:14]([CH2:26][CH:27]2[CH2:32][CH2:31][CH2:30][CH2:29][CH2:28]2)[CH2:15][C:16]([O:18][CH2:19][C:20]2[CH:25]=[CH:24][CH:23]=[CH:22][CH:21]=2)=[O:17])=[O:13])=[CH:4][C:5]2[C:10]([CH:11]=1)=[CH:9][CH:8]=[CH:7][CH:6]=2.C(N(CC)CC)C.[N:40]([C:43]1[C:48]([CH3:49])=[CH:47][CH:46]=[CH:45][C:44]=1[CH3:50])=[C:41]=[O:42]. (3) Given the product [Cl:1][CH2:10][C:9]1[N:11]([CH2:3][CH3:4])[C:12]2[CH:17]=[C:16]([C:18]([F:19])([F:20])[F:21])[N:15]=[CH:14][C:13]=2[N:22]=1, predict the reactants needed to synthesize it. The reactants are: [ClH:1].Cl[CH2:3][C:4](=N)OCC.[CH2:9]([NH:11][C:12]1[CH:17]=[C:16]([C:18]([F:21])([F:20])[F:19])[N:15]=[CH:14][C:13]=1[NH2:22])[CH3:10]. (4) The reactants are: [I:1][C:2]1[CH:6]=[C:5]([C:7]2[CH:12]=[CH:11][C:10]([C:13]([F:16])([F:15])[F:14])=[CH:9][CH:8]=2)[S:4][C:3]=1[CH:17](O)[CH3:18].[CH3:20][O:21][C:22](=[O:33])[CH2:23][CH2:24][C:25]1[CH:30]=[CH:29][C:28]([SH:31])=[CH:27][C:26]=1[CH3:32].C(P(CCCC)CCCC)CCC.N(C(N1CCCCC1)=O)=NC(N1CCCCC1)=O. Given the product [CH3:20][O:21][C:22](=[O:33])[CH2:23][CH2:24][C:25]1[CH:30]=[CH:29][C:28]([S:31][CH:17]([C:3]2[S:4][C:5]([C:7]3[CH:12]=[CH:11][C:10]([C:13]([F:16])([F:15])[F:14])=[CH:9][CH:8]=3)=[CH:6][C:2]=2[I:1])[CH3:18])=[CH:27][C:26]=1[CH3:32], predict the reactants needed to synthesize it. (5) Given the product [C:1]([N:4]1[CH2:9][CH2:8][C:7](=[O:10])[CH:6]([CH:23]([C:24]2[CH:29]=[CH:28][CH:27]=[CH:26][CH:25]=2)[C:30]2[CH:35]=[CH:34][CH:33]=[CH:32][CH:31]=2)[CH2:5]1)(=[O:3])[CH3:2], predict the reactants needed to synthesize it. The reactants are: [C:1]([N:4]1[CH2:9][CH2:8][C:7](=[O:10])[CH2:6][CH2:5]1)(=[O:3])[CH3:2].[Si](OS(C(F)(F)F)(=O)=O)(C)(C)C.[CH:23](O)([C:30]1[CH:35]=[CH:34][CH:33]=[CH:32][CH:31]=1)[C:24]1[CH:29]=[CH:28][CH:27]=[CH:26][CH:25]=1.C([O-])(=O)C.[Na+]. (6) Given the product [C:1]1([C:7]([C:10]2[S:11][CH:12]=[C:13]([CH2:15][OH:16])[N:14]=2)([CH3:9])[CH3:8])[CH:2]=[CH:3][CH:4]=[CH:5][CH:6]=1, predict the reactants needed to synthesize it. The reactants are: [C:1]1([C:7]([C:10]2[S:11][CH:12]=[C:13]([C:15](OCC)=[O:16])[N:14]=2)([CH3:9])[CH3:8])[CH:6]=[CH:5][CH:4]=[CH:3][CH:2]=1.[Li+].[BH4-].CO. (7) Given the product [C:7](=[C:10]([CH2:16][CH:17]=[C:18]([CH3:19])[CH3:20])[C:11]([O:13][CH2:14][CH3:15])=[O:12])([CH3:9])[CH3:8], predict the reactants needed to synthesize it. The reactants are: CC(C)([O-])C.[K+].[C:7]([CH:10]([CH2:16][CH:17]=[C:18]([CH3:20])[CH3:19])[C:11]([O:13][CH2:14][CH3:15])=[O:12])([CH3:9])=[CH2:8].